This data is from Reaction yield outcomes from USPTO patents with 853,638 reactions. The task is: Predict the reaction yield, written as a fraction of the theoretical maximum amount of product (1.0 means a 100% yield; for example, 0.34 means a 34% yield). (1) The reactants are [Cl:1][C:2]1[CH:3]=[C:4]([CH:7]=[CH:8][C:9]=1[O:10][CH2:11][CH2:12]C)[CH:5]=[O:6].Cl[C:15]1C=C(CO)C=CC=1OCCC.BrCC1C=CC(OCCC)=C(Cl)C=1.ClC1C=C(C=CC=1O)C=O.C(I)(C)C. No catalyst specified. The product is [Cl:1][C:2]1[CH:3]=[C:4]([CH:7]=[CH:8][C:9]=1[O:10][CH:11]([CH3:12])[CH3:15])[CH:5]=[O:6]. The yield is 0.570. (2) The reactants are C([O:8][CH2:9][CH2:10][O:11][C:12]1[CH:38]=[CH:37][C:15]([CH2:16][C:17]2[CH:18]=[C:19]([C@@:24]34[O:31][C@@:28]([CH2:32][OH:33])([CH2:29][O:30]3)[C@@H:27]([OH:34])[C@H:26]([OH:35])[C@H:25]4[OH:36])[CH:20]=[CH:21][C:22]=2[Cl:23])=[CH:14][CH:13]=1)C1C=CC=CC=1.C(O)=O. The catalyst is C(O)C.O1CCCC1.[Pd]. The product is [Cl:23][C:22]1[CH:21]=[CH:20][C:19]([C@@:24]23[O:31][C@@:28]([CH2:32][OH:33])([CH2:29][O:30]2)[C@@H:27]([OH:34])[C@H:26]([OH:35])[C@H:25]3[OH:36])=[CH:18][C:17]=1[CH2:16][C:15]1[CH:37]=[CH:38][C:12]([O:11][CH2:10][CH2:9][OH:8])=[CH:13][CH:14]=1. The yield is 0.800.